This data is from Catalyst prediction with 721,799 reactions and 888 catalyst types from USPTO. The task is: Predict which catalyst facilitates the given reaction. (1) Reactant: O[CH2:2][C:3]1[C:7]([C:8]2[CH:13]=[CH:12][CH:11]=[CH:10][CH:9]=2)=[CH:6][O:5][N:4]=1.[C:14]1(=[O:24])[NH:18][C:17](=[O:19])[C:16]2=[CH:20][CH:21]=[CH:22][CH:23]=[C:15]12.C1(P(C2C=CC=CC=2)C2C=CC=CC=2)C=CC=CC=1.CC(OC(/N=N/C(OC(C)C)=O)=O)C. Product: [C:8]1([C:7]2[C:3]([CH2:2][N:18]3[C:17](=[O:19])[C:16]4=[CH:20][CH:21]=[CH:22][CH:23]=[C:15]4[C:14]3=[O:24])=[N:4][O:5][CH:6]=2)[CH:13]=[CH:12][CH:11]=[CH:10][CH:9]=1. The catalyst class is: 1. (2) The catalyst class is: 16. Product: [F:10][C:9]([F:11])([F:12])[C:7]1[CH:8]=[C:3]2[C:4](=[CH:5][CH:6]=1)[NH:13][CH:24]([C:23]([F:31])([F:32])[F:22])[C:25]([C:26]([O:28][CH2:29][CH3:30])=[O:27])=[CH:1]2. Reactant: [CH:1]([C:3]1[CH:8]=[C:7]([C:9]([F:12])([F:11])[F:10])[CH:6]=[CH:5][C:4]=1[NH:13]C(=O)C(C)(C)C)=O.[H-].[Li+].[F:22][C:23]([F:32])([F:31])/[CH:24]=[CH:25]/[C:26]([O:28][CH2:29][CH3:30])=[O:27].C(OCC)(=O)C. (3) Reactant: [N:1]1([C:7]2[CH:12]=[CH:11][CH:10]=[CH:9][C:8]=2[NH2:13])[CH2:6][CH2:5][CH2:4][CH2:3][CH2:2]1.[K+].[C:15]([C:17]1[N:18]=[C:19]([C:30]([O-])=[O:31])[N:20]([CH2:22][O:23][CH2:24][CH2:25][Si:26]([CH3:29])([CH3:28])[CH3:27])[CH:21]=1)#[N:16].C1CN([P+](Br)(N2CCCC2)N2CCCC2)CC1.F[P-](F)(F)(F)(F)F.CCN(C(C)C)C(C)C. Product: [N:1]1([C:7]2[CH:12]=[CH:11][CH:10]=[CH:9][C:8]=2[NH:13][C:30]([C:19]2[N:20]([CH2:22][O:23][CH2:24][CH2:25][Si:26]([CH3:29])([CH3:28])[CH3:27])[CH:21]=[C:17]([C:15]#[N:16])[N:18]=2)=[O:31])[CH2:6][CH2:5][CH2:4][CH2:3][CH2:2]1. The catalyst class is: 839. (4) Reactant: F[C:2]1[C:3]([CH3:22])=[N:4][C:5]2[C:10]([N:11]=1)=[C:9]([C:12]1[NH:20][C:19]3[CH2:18][CH2:17][NH:16][C:15](=[O:21])[C:14]=3[CH:13]=1)[CH:8]=[CH:7][CH:6]=2.[CH:23]1([NH2:28])[CH2:27][CH2:26][CH2:25][CH2:24]1.CO.C(Cl)Cl. Product: [CH:23]1([NH:28][C:2]2[C:3]([CH3:22])=[N:4][C:5]3[C:10]([N:11]=2)=[C:9]([C:12]2[NH:20][C:19]4[CH2:18][CH2:17][NH:16][C:15](=[O:21])[C:14]=4[CH:13]=2)[CH:8]=[CH:7][CH:6]=3)[CH2:27][CH2:26][CH2:25][CH2:24]1. The catalyst class is: 16. (5) Reactant: [C:1]([O:5][CH3:6])(=[O:4])[CH2:2][SH:3].[H-].[Na+].Cl[C:10]1[CH:17]=[CH:16][C:15]([N+:18]([O-:20])=[O:19])=[CH:14][C:11]=1[CH:12]=O.Cl. Product: [N+:18]([C:15]1[CH:16]=[CH:17][C:10]2[S:3][C:2]([C:1]([O:5][CH3:6])=[O:4])=[CH:12][C:11]=2[CH:14]=1)([O-:20])=[O:19]. The catalyst class is: 9. (6) Reactant: [C:1]12[C:7](=[CH:8][CH:9]=[CH:10][CH:11]=1)[NH:6][C:5](=O)[O:4][C:2]2=[O:3].ClC1C=C2C(O[C:22](=O)[NH:23]C2=CC=1)=O.Cl.COC(=O)CN. Product: [O:4]=[C:5]1[CH2:22][NH:23][C:2](=[O:3])[C:1]2[CH:11]=[CH:10][CH:9]=[CH:8][C:7]=2[NH:6]1. The catalyst class is: 17. (7) Reactant: [CH3:1][S:2][C:3]1[N:12]=[CH:11][C:10]2[CH2:9][CH2:8][C:7]3[C:13]([C:35]([O:37][CH2:38][CH3:39])=[O:36])=[N:14][N:15](C(C4C=CC=CC=4)(C4C=CC=CC=4)C4C=CC=CC=4)[C:6]=3[C:5]=2[N:4]=1.FC(F)(F)C(O)=O. Product: [CH3:1][S:2][C:3]1[N:12]=[CH:11][C:10]2[CH2:9][CH2:8][C:7]3[C:13]([C:35]([O:37][CH2:38][CH3:39])=[O:36])=[N:14][NH:15][C:6]=3[C:5]=2[N:4]=1. The catalyst class is: 2.